Dataset: Full USPTO retrosynthesis dataset with 1.9M reactions from patents (1976-2016). Task: Predict the reactants needed to synthesize the given product. (1) The reactants are: [CH2:1]([O:3][C:4]([C:6]1[CH:10]=[C:9]([C:11]([O:13][CH2:14]C)=[O:12])[NH:8][N:7]=1)=[O:5])C.[H-].[Na+].Br[CH2:19][C:20]1[CH:24]=[C:23]([C:25]2[S:26][C:27]([Cl:30])=[CH:28][CH:29]=2)[O:22][N:21]=1.O. Given the product [CH3:14][O:13][C:11]([C:9]1[CH:10]=[C:6]([C:4]([O:3][CH3:1])=[O:5])[N:7]([CH2:19][C:20]2[CH:24]=[C:23]([C:25]3[S:26][C:27]([Cl:30])=[CH:28][CH:29]=3)[O:22][N:21]=2)[N:8]=1)=[O:12], predict the reactants needed to synthesize it. (2) Given the product [CH:10]([S:9][C:4]1[C:3]([CH2:2][O:25][C:22]2[CH:23]=[CH:24][C:19]([CH2:18][CH2:17][C:16]([OH:28])=[O:15])=[C:20]([CH3:27])[C:21]=2[CH3:26])=[CH:8][CH:7]=[CH:6][N:5]=1)([CH3:12])[CH3:11], predict the reactants needed to synthesize it. The reactants are: Cl[CH2:2][C:3]1[C:4]([S:9][CH:10]([CH3:12])[CH3:11])=[N:5][CH:6]=[CH:7][CH:8]=1.C([O:15][C:16](=[O:28])[CH2:17][CH2:18][C:19]1[CH:24]=[CH:23][C:22]([OH:25])=[C:21]([CH3:26])[C:20]=1[CH3:27])C. (3) Given the product [F:14][C:12]([F:15])([F:13])[C:9]1[CH:10]=[CH:11][C:6]([O:5][CH2:4][CH2:3][CH2:2][O:1][N:17]2[C:18](=[O:27])[C:19]3=[CH:26][CH:25]=[CH:24][CH:23]=[C:20]3[C:21]2=[O:22])=[N:7][CH:8]=1, predict the reactants needed to synthesize it. The reactants are: [OH:1][CH2:2][CH2:3][CH2:4][O:5][C:6]1[CH:11]=[CH:10][C:9]([C:12]([F:15])([F:14])[F:13])=[CH:8][N:7]=1.O[N:17]1[C:21](=[O:22])[C:20]2=[CH:23][CH:24]=[CH:25][CH:26]=[C:19]2[C:18]1=[O:27].C1(P(C2C=CC=CC=2)C2C=CC=CC=2)C=CC=CC=1.N(C(OC(C)C)=O)=NC(OC(C)C)=O. (4) The reactants are: [NH:1]1[C:9]2[C:4](=[CH:5][CH:6]=[CH:7][CH:8]=2)[CH:3]=[CH:2]1.[H-].[Na+].[F:12][C:13]1[CH:20]=[CH:19][C:16]([CH2:17]Cl)=[CH:15][CH:14]=1.O. Given the product [F:12][C:13]1[CH:20]=[CH:19][C:16]([CH2:17][N:1]2[C:9]3[C:4](=[CH:5][CH:6]=[CH:7][CH:8]=3)[CH:3]=[CH:2]2)=[CH:15][CH:14]=1, predict the reactants needed to synthesize it.